This data is from Full USPTO retrosynthesis dataset with 1.9M reactions from patents (1976-2016). The task is: Predict the reactants needed to synthesize the given product. (1) Given the product [O:2]=[C:3]1[CH:8]=[C:7]([C:9]2[CH:10]=[CH:11][N:12]=[CH:13][CH:14]=2)[NH:6][C:5]([NH:19][C:20]2[CH:25]=[CH:24][C:23]([S:26]([NH2:29])(=[O:27])=[O:28])=[CH:22][CH:21]=2)=[N:4]1, predict the reactants needed to synthesize it. The reactants are: C[O:2][C:3]1[CH:8]=[C:7]([C:9]2[CH:14]=[CH:13][N:12]=[CH:11][CH:10]=2)[N:6]=[C:5](S(C)(=O)=O)[N:4]=1.[NH2:19][C:20]1[CH:25]=[CH:24][C:23]([S:26]([NH2:29])(=[O:28])=[O:27])=[CH:22][CH:21]=1. (2) Given the product [Cl:1][C:2]1[CH:7]=[CH:6][C:5]([C:8]2[N:12]3[CH:13]=[C:14]([C:17]4[CH:25]=[CH:24][C:20]([C:21]([N:57]5[CH2:58][CH2:59][C:60]([NH:63][C:64](=[O:70])[O:65][C:66]([CH3:67])([CH3:69])[CH3:68])([CH3:26])[CH2:61][CH2:62]5)=[O:22])=[CH:19][CH:18]=4)[CH:15]=[CH:16][C:11]3=[N:10][CH:9]=2)=[CH:4][CH:3]=1, predict the reactants needed to synthesize it. The reactants are: [Cl:1][C:2]1[CH:7]=[CH:6][C:5]([C:8]2[N:12]3[CH:13]=[C:14]([C:17]4[CH:25]=[CH:24][C:20]([C:21](O)=[O:22])=[CH:19][CH:18]=4)[CH:15]=[CH:16][C:11]3=[N:10][CH:9]=2)=[CH:4][CH:3]=1.[CH3:26]N(C(ON1N=NC2C=CC=NC1=2)=[N+](C)C)C.F[P-](F)(F)(F)(F)F.CN1CCOCC1.[NH:57]1[CH2:62][CH2:61][CH:60]([NH:63][C:64](=[O:70])[O:65][C:66]([CH3:69])([CH3:68])[CH3:67])[CH2:59][CH2:58]1. (3) The reactants are: [O:1]1[C:5]2[CH:6]=[CH:7][C:8]([C:10]3[CH:11]=[C:12]([C:17]([O:19]C)=[O:18])[C:13](=[O:16])[NH:14][N:15]=3)=[CH:9][C:4]=2[CH2:3][CH2:2]1.C(=O)([O-])[O-].[K+].[K+].Br[CH2:28][CH:29]1[CH2:31][CH2:30]1.C(=O)([O-])O.[Na+]. Given the product [C:17]([C:12]1[C:13](=[O:16])[N:14]([CH2:28][CH:29]2[CH2:31][CH2:30]2)[N:15]=[C:10]([C:8]2[CH:7]=[CH:6][C:5]3[O:1][CH2:2][CH2:3][C:4]=3[CH:9]=2)[CH:11]=1)([OH:19])=[O:18], predict the reactants needed to synthesize it. (4) Given the product [CH2:1]([O:8][C:9]1[N:14]=[N:13][C:12]([CH2:15][CH2:16][C:17]2[CH:18]=[C:19]([CH2:23][CH2:24][O:25][S:34]([CH3:33])(=[O:36])=[O:35])[CH:20]=[CH:21][CH:22]=2)=[CH:11][CH:10]=1)[C:2]1[CH:7]=[CH:6][CH:5]=[CH:4][CH:3]=1, predict the reactants needed to synthesize it. The reactants are: [CH2:1]([O:8][C:9]1[N:14]=[N:13][C:12]([CH2:15][CH2:16][C:17]2[CH:18]=[C:19]([CH2:23][CH2:24][OH:25])[CH:20]=[CH:21][CH:22]=2)=[CH:11][CH:10]=1)[C:2]1[CH:7]=[CH:6][CH:5]=[CH:4][CH:3]=1.C(N(CC)CC)C.[CH3:33][S:34](Cl)(=[O:36])=[O:35].O.